This data is from Forward reaction prediction with 1.9M reactions from USPTO patents (1976-2016). The task is: Predict the product of the given reaction. (1) Given the reactants [Cl:1][C:2]1[CH:14]=[CH:13][CH:12]=[CH:11][C:3]=1[CH2:4][NH:5][C:6](=[O:10])[O:7][CH2:8][CH3:9].Cl[C:16]1[C:21]([N+:22]([O-:24])=[O:23])=[CH:20][C:19]([N+:25]([O-:27])=[O:26])=[CH:18][C:17]=1[C:28]([F:31])([F:30])[F:29].[H-].[Na+].Cl, predict the reaction product. The product is: [Cl:1][C:2]1[CH:14]=[CH:13][CH:12]=[CH:11][C:3]=1[CH2:4][N:5]([C:16]1[C:17]([C:28]([F:30])([F:31])[F:29])=[CH:18][C:19]([N+:25]([O-:27])=[O:26])=[CH:20][C:21]=1[N+:22]([O-:24])=[O:23])[C:6](=[O:10])[O:7][CH2:8][CH3:9]. (2) Given the reactants C(OC([N:8]1[CH2:16][C:15]2[C:10](=[CH:11][CH:12]=[C:13]([N:17]3[CH2:21][CH2:20][CH2:19][CH2:18]3)[CH:14]=2)[CH2:9]1)=O)(C)(C)C.Cl, predict the reaction product. The product is: [N:17]1([C:13]2[CH:14]=[C:15]3[C:10](=[CH:11][CH:12]=2)[CH2:9][NH:8][CH2:16]3)[CH2:21][CH2:20][CH2:19][CH2:18]1. (3) Given the reactants [F:1][C:2]1[CH:7]=[CH:6][C:5]([S:8]([O-:10])=[O:9])=[CH:4][CH:3]=1.[Na+].[Br:12][C:13]1[CH:18]=[CH:17][C:16]([CH2:19]Br)=[CH:15][C:14]=1[F:21], predict the reaction product. The product is: [Br:12][C:13]1[CH:18]=[CH:17][C:16]([CH2:19][S:8]([C:5]2[CH:6]=[CH:7][C:2]([F:1])=[CH:3][CH:4]=2)(=[O:10])=[O:9])=[CH:15][C:14]=1[F:21]. (4) Given the reactants N[C:2]1[CH:3]=[CH:4][CH:5]=[CH:6][C:7]=1[CH3:8].[CH3:9][N:10]([CH3:14])[SH:11](=[O:13])=[O:12].N(OC(C)(C)C)=O.O1CCCC1.[F-:27].[NH+]1C=CC=CC=1, predict the reaction product. The product is: [F:27][C:2]1[CH:3]=[CH:4][CH:5]=[CH:6][C:7]=1[CH3:8].[CH3:9][N:10]([CH3:14])[SH:11](=[O:13])=[O:12]. (5) Given the reactants C([Li])CCC.Br[C:7]1[CH:12]=[CH:11][CH:10]=[C:9](Br)[C:8]=1[O:14][CH2:15][CH2:16]Br.[S:18](=[O:20])=[O:19].[Cl:21]NC(=O)CCC(N)=O, predict the reaction product. The product is: [O:14]1[C:8]2[CH:9]=[C:10]([S:18]([Cl:21])(=[O:20])=[O:19])[CH:11]=[CH:12][C:7]=2[CH2:16][CH2:15]1. (6) Given the reactants [CH3:1][NH:2][CH2:3][C:4]1[CH:5]=[CH:6][CH:7]=[C:8]2[C:12]=1[N:11]([CH3:13])[CH:10]=[CH:9]2.Cl.Cl.[CH3:16][N:17]1[CH2:23][C:22]2[CH:24]=[C:25](/[CH:28]=[CH:29]/[C:30](O)=[O:31])[CH:26]=[N:27][C:21]=2[NH:20][C:19](=[O:33])[CH2:18]1.C1C=CC2N(O)N=NC=2C=1.C(N(C(C)C)CC)(C)C.CCN=C=NCCCN(C)C.Cl, predict the reaction product. The product is: [CH3:1][N:2]([CH2:3][C:4]1[CH:5]=[CH:6][CH:7]=[C:8]2[C:12]=1[N:11]([CH3:13])[CH:10]=[CH:9]2)[C:30](=[O:31])/[CH:29]=[CH:28]/[C:25]1[CH:26]=[N:27][C:21]2[NH:20][C:19](=[O:33])[CH2:18][N:17]([CH3:16])[CH2:23][C:22]=2[CH:24]=1. (7) Given the reactants [CH3:1][O:2][C:3]1[CH:8]=[CH:7][C:6]([C:9]([CH2:11][C:12]2[CH:17]=[CH:16][CH:15]=[CH:14][CH:13]=2)=O)=[CH:5][CH:4]=1.Cl.[NH2:19][OH:20], predict the reaction product. The product is: [CH3:1][O:2][C:3]1[CH:8]=[CH:7][C:6]([C:9](=[N:19][OH:20])[CH2:11][C:12]2[CH:17]=[CH:16][CH:15]=[CH:14][CH:13]=2)=[CH:5][CH:4]=1. (8) Given the reactants [Cl-].[Ce+3].[Cl-].[Cl-].[BH4-:5].[Na+].[Cl:7][C:8]1[CH:13]=[CH:12][C:11]([PH:14](=O)[C:15]2[CH:20]=[CH:19][C:18]([Cl:21])=[CH:17][CH:16]=2)=[CH:10][CH:9]=1.[H-].[Al+3].[Li+].[H-].[H-].[H-].Cl, predict the reaction product. The product is: [Cl:21][C:18]1[CH:19]=[CH:20][C:15]([PH:14][C:11]2[CH:12]=[CH:13][C:8]([Cl:7])=[CH:9][CH:10]=2)=[CH:16][CH:17]=1.[BH3:5].